Dataset: NCI-60 drug combinations with 297,098 pairs across 59 cell lines. Task: Regression. Given two drug SMILES strings and cell line genomic features, predict the synergy score measuring deviation from expected non-interaction effect. Drug 1: CC1OCC2C(O1)C(C(C(O2)OC3C4COC(=O)C4C(C5=CC6=C(C=C35)OCO6)C7=CC(=C(C(=C7)OC)O)OC)O)O. Drug 2: C1CCC(CC1)NC(=O)N(CCCl)N=O. Cell line: NCI-H522. Synergy scores: CSS=32.2, Synergy_ZIP=-9.10, Synergy_Bliss=-5.31, Synergy_Loewe=-3.67, Synergy_HSA=-0.735.